This data is from Reaction yield outcomes from USPTO patents with 853,638 reactions. The task is: Predict the reaction yield, written as a fraction of the theoretical maximum amount of product (1.0 means a 100% yield; for example, 0.34 means a 34% yield). The reactants are Br[CH2:2][C:3]1[CH:4]=[C:5]([CH:10]=[CH:11][CH:12]=1)[C:6]([O:8][CH3:9])=[O:7].[F:13][C:14]1[CH:15]=[C:16](B(O)O)[CH:17]=[CH:18][CH:19]=1.C(N(CC)C(C)C)(C)C.ClCCl. The catalyst is O.C(COC)OC.C1C=CC(P(C2C=CC=CC=2)[C-]2C=CC=C2)=CC=1.C1C=CC(P(C2C=CC=CC=2)[C-]2C=CC=C2)=CC=1.Cl[Pd]Cl.[Fe+2]. The product is [F:13][C:14]1[CH:19]=[C:18]([CH:17]=[CH:16][CH:15]=1)[CH2:2][C:3]1[CH:4]=[C:5]([CH:10]=[CH:11][CH:12]=1)[C:6]([O:8][CH3:9])=[O:7]. The yield is 0.500.